This data is from Reaction yield outcomes from USPTO patents with 853,638 reactions. The task is: Predict the reaction yield, written as a fraction of the theoretical maximum amount of product (1.0 means a 100% yield; for example, 0.34 means a 34% yield). (1) The yield is 0.450. The catalyst is C(OCC)(=O)C.C([O-])(=O)C.[Cu+2].C([O-])(=O)C.ClCCl. The reactants are [CH3:1][C:2]1[NH:3][C:4](=[O:26])[C:5]([CH2:11][C:12]2[CH:17]=[CH:16][C:15]([C:18]3[C:19]([C:24]#[N:25])=[CH:20][CH:21]=[CH:22][CH:23]=3)=[CH:14][CH:13]=2)=[C:6]([CH2:8][CH2:9][CH3:10])[N:7]=1.[CH3:27][C:28]1([CH3:42])[CH2:37][C:36](=[O:38])[C:35]2[C:30](=[CH:31][CH:32]=[C:33](B(O)O)[CH:34]=2)[O:29]1.N1C=CC=CC=1.C(N(CC)CC)C. The product is [CH3:27][C:28]1([CH3:42])[CH2:37][C:36](=[O:38])[C:35]2[C:30](=[CH:31][CH:32]=[C:33]([N:3]3[C:4](=[O:26])[C:5]([CH2:11][C:12]4[CH:17]=[CH:16][C:15]([C:18]5[C:19]([C:24]#[N:25])=[CH:20][CH:21]=[CH:22][CH:23]=5)=[CH:14][CH:13]=4)=[C:6]([CH2:8][CH2:9][CH3:10])[N:7]=[C:2]3[CH3:1])[CH:34]=2)[O:29]1. (2) The reactants are [F:1][C:2]1[CH:3]=[C:4]([C:27]2[C:28]([C:33]#[N:34])=[CH:29][CH:30]=[CH:31][CH:32]=2)[CH:5]=[CH:6][C:7]=1[CH2:8][C:9]1[C:14](=[O:15])[N:13]([C:16]2[CH:21]=[CH:20][C:19]([OH:22])=[CH:18][CH:17]=2)[C:12]([CH3:23])=[N:11][C:10]=1[CH2:24][CH2:25][CH3:26].Br[C:36]([CH3:42])([CH3:41])[C:37]([O:39][CH3:40])=[O:38].C(=O)([O-])[O-].[Cs+].[Cs+].C(OCC)(=O)C. The yield is 0.960. The catalyst is CN(C)C=O.O. The product is [C:33]([C:28]1[CH:29]=[CH:30][CH:31]=[CH:32][C:27]=1[C:4]1[CH:5]=[CH:6][C:7]([CH2:8][C:9]2[C:14](=[O:15])[N:13]([C:16]3[CH:21]=[CH:20][C:19]([O:22][C:36]([CH3:42])([CH3:41])[C:37]([O:39][CH3:40])=[O:38])=[CH:18][CH:17]=3)[C:12]([CH3:23])=[N:11][C:10]=2[CH2:24][CH2:25][CH3:26])=[C:2]([F:1])[CH:3]=1)#[N:34]. (3) The yield is 0.780. The reactants are [CH2:1]1[N:10]2[C@H:11]3[CH2:16][CH2:15][N:14](C(OCC)=O)[CH2:13][C@H:12]3[C:8]3[C:9]2=[C:4]([CH:5]=[CH:6][CH:7]=3)[NH:3][CH2:2]1.[OH-].[K+]. The catalyst is C(O)CCC. The product is [CH2:1]1[N:10]2[C@H:11]3[CH2:16][CH2:15][NH:14][CH2:13][C@H:12]3[C:8]3[C:9]2=[C:4]([CH:5]=[CH:6][CH:7]=3)[NH:3][CH2:2]1. (4) The reactants are Br[C:2]1[N:3]=[CH:4][C:5]([NH2:8])=[N:6][CH:7]=1.C1OCCOCCOCCOCCOCCOC1.[C-:27]#[N:28].[K+].C(Cl)(Cl)Cl. The catalyst is CN(C)C=O.[Cu]I.C1C=CC([P]([Pd]([P](C2C=CC=CC=2)(C2C=CC=CC=2)C2C=CC=CC=2)([P](C2C=CC=CC=2)(C2C=CC=CC=2)C2C=CC=CC=2)[P](C2C=CC=CC=2)(C2C=CC=CC=2)C2C=CC=CC=2)(C2C=CC=CC=2)C2C=CC=CC=2)=CC=1. The product is [NH2:8][C:5]1[CH:4]=[N:3][C:2]([C:27]#[N:28])=[CH:7][N:6]=1. The yield is 0.600.